Task: Regression. Given two drug SMILES strings and cell line genomic features, predict the synergy score measuring deviation from expected non-interaction effect.. Dataset: NCI-60 drug combinations with 297,098 pairs across 59 cell lines (1) Drug 1: CN(C)C1=NC(=NC(=N1)N(C)C)N(C)C. Drug 2: CC1=C(C=C(C=C1)NC(=O)C2=CC=C(C=C2)CN3CCN(CC3)C)NC4=NC=CC(=N4)C5=CN=CC=C5. Cell line: K-562. Synergy scores: CSS=69.2, Synergy_ZIP=8.34, Synergy_Bliss=8.07, Synergy_Loewe=-31.9, Synergy_HSA=6.29. (2) Drug 1: CC1=C(C=C(C=C1)NC(=O)C2=CC=C(C=C2)CN3CCN(CC3)C)NC4=NC=CC(=N4)C5=CN=CC=C5. Drug 2: CC1=C(C=C(C=C1)C(=O)NC2=CC(=CC(=C2)C(F)(F)F)N3C=C(N=C3)C)NC4=NC=CC(=N4)C5=CN=CC=C5. Cell line: CCRF-CEM. Synergy scores: CSS=-9.43, Synergy_ZIP=4.35, Synergy_Bliss=-3.62, Synergy_Loewe=-12.5, Synergy_HSA=-11.5. (3) Drug 1: CC12CCC(CC1=CCC3C2CCC4(C3CC=C4C5=CN=CC=C5)C)O. Drug 2: CC1=C2C(C(=O)C3(C(CC4C(C3C(C(C2(C)C)(CC1OC(=O)C(C(C5=CC=CC=C5)NC(=O)C6=CC=CC=C6)O)O)OC(=O)C7=CC=CC=C7)(CO4)OC(=O)C)O)C)OC(=O)C. Cell line: TK-10. Synergy scores: CSS=21.2, Synergy_ZIP=1.64, Synergy_Bliss=8.38, Synergy_Loewe=-5.75, Synergy_HSA=7.23. (4) Drug 1: CC1=CC2C(CCC3(C2CCC3(C(=O)C)OC(=O)C)C)C4(C1=CC(=O)CC4)C. Drug 2: CC1C(C(CC(O1)OC2CC(CC3=C2C(=C4C(=C3O)C(=O)C5=CC=CC=C5C4=O)O)(C(=O)C)O)N)O. Cell line: SNB-19. Synergy scores: CSS=41.5, Synergy_ZIP=-0.199, Synergy_Bliss=0.332, Synergy_Loewe=-0.400, Synergy_HSA=3.28. (5) Drug 1: CS(=O)(=O)OCCCCOS(=O)(=O)C. Drug 2: CCN(CC)CCCC(C)NC1=C2C=C(C=CC2=NC3=C1C=CC(=C3)Cl)OC. Cell line: NCI-H460. Synergy scores: CSS=50.9, Synergy_ZIP=-9.66, Synergy_Bliss=-3.29, Synergy_Loewe=-10.7, Synergy_HSA=-2.35.